From a dataset of Catalyst prediction with 721,799 reactions and 888 catalyst types from USPTO. Predict which catalyst facilitates the given reaction. Reactant: [CH2:1]([O:3][C:4](=[O:14])[CH2:5][CH2:6][NH:7][CH2:8][C:9]([O:11][CH2:12][CH3:13])=[O:10])[CH3:2].Cl[C:16]([O:18][CH2:19][C:20]1[CH:25]=[CH:24][CH:23]=[CH:22][CH:21]=1)=[O:17].O. Product: [CH2:1]([O:3][C:4](=[O:14])[CH2:5][CH2:6][N:7]([C:16]([O:18][CH2:19][C:20]1[CH:25]=[CH:24][CH:23]=[CH:22][CH:21]=1)=[O:17])[CH2:8][C:9]([O:11][CH2:12][CH3:13])=[O:10])[CH3:2]. The catalyst class is: 10.